This data is from Catalyst prediction with 721,799 reactions and 888 catalyst types from USPTO. The task is: Predict which catalyst facilitates the given reaction. (1) Reactant: [CH3:1][O:2][C:3]1[CH:8]=[C:7]([CH3:9])[C:6]([S:10]([N:13]([CH3:35])[CH2:14][CH2:15][O:16][CH2:17][C:18]([N:20]([CH3:34])[C@@H:21]2[CH2:26][CH2:25][CH2:24][C@H:23]([N:27]3[CH2:32][CH2:31][N:30]([CH3:33])[CH2:29][CH2:28]3)[CH2:22]2)=[O:19])(=[O:12])=[O:11])=[C:5]([CH3:36])[CH:4]=1.[C:37]([OH:46])(=[O:45])[C@H:38]([C@@H:40]([C:42]([OH:44])=[O:43])[OH:41])[OH:39].C(O)C. Product: [CH3:1][O:2][C:3]1[CH:8]=[C:7]([CH3:9])[C:6]([S:10]([N:13]([CH3:35])[CH2:14][CH2:15][O:16][CH2:17][C:18]([N:20]([CH3:34])[C@@H:21]2[CH2:26][CH2:25][CH2:24][C@H:23]([N:27]3[CH2:28][CH2:29][N:30]([CH3:33])[CH2:31][CH2:32]3)[CH2:22]2)=[O:19])(=[O:12])=[O:11])=[C:5]([CH3:36])[CH:4]=1.[C:42]([C@H:40]([C@@H:38]([C:37]([O-:46])=[O:45])[OH:39])[OH:41])([O-:44])=[O:43]. The catalyst class is: 21. (2) Reactant: [OH:1][CH2:2][C:3]1[CH:12]=[CH:11][C:6]([C:7](OC)=[O:8])=[CH:5][CH:4]=1.O.[NH2:14][NH2:15]. Product: [OH:1][CH2:2][C:3]1[CH:12]=[CH:11][C:6]([C:7]([NH:14][NH2:15])=[O:8])=[CH:5][CH:4]=1. The catalyst class is: 8. (3) Reactant: [C:1]([C:4]1[S:8][C:7]([N:9]2[C:13]3[CH:14]=[C:15]([C:18]([OH:20])=O)[CH:16]=[CH:17][C:12]=3[N:11]=[CH:10]2)=[N:6][C:5]=1[C:21]1[CH:26]=[CH:25][CH:24]=[C:23]([Cl:27])[CH:22]=1)(=[O:3])[NH2:2].[CH3:28][N:29]1[CH2:34][CH2:33][NH:32][CH2:31][CH2:30]1.CN(C(N(C)C)=[N+]1C2C(=NC=CC=2)N=N1)C.F[P-](F)(F)(F)(F)F.Cl. Product: [Cl:27][C:23]1[CH:22]=[C:21]([C:5]2[N:6]=[C:7]([N:9]3[C:13]4[CH:14]=[C:15]([C:18]([N:32]5[CH2:33][CH2:34][N:29]([CH3:28])[CH2:30][CH2:31]5)=[O:20])[CH:16]=[CH:17][C:12]=4[N:11]=[CH:10]3)[S:8][C:4]=2[C:1]([NH2:2])=[O:3])[CH:26]=[CH:25][CH:24]=1. The catalyst class is: 145. (4) Reactant: Br[C:2]1[CH:3]=[C:4]([CH2:8][C:9](=[O:11])[CH3:10])[CH:5]=[CH:6][CH:7]=1.[C:12]([O:16][CH3:17])(=[O:15])[CH:13]=[CH2:14].C1(C)C=CC=CC=1P(C1C=CC=CC=1C)C1C=CC=CC=1C.C(N(CC)CC)C. Product: [O:11]=[C:9]([CH3:10])[CH2:8][C:4]1[CH:3]=[C:2](/[CH:14]=[CH:13]/[C:12]([O:16][CH3:17])=[O:15])[CH:7]=[CH:6][CH:5]=1. The catalyst class is: 524. (5) Reactant: [Cl:1][C:2]1[CH:32]=[CH:31][C:30]([CH2:33][NH:34][C:35](=[O:40])[C:36]([F:39])([F:38])[F:37])=[CH:29][C:3]=1[C:4]([NH:6][C:7]([N:9]([C:18]1[CH:23]=[CH:22][C:21]([N+:24]([O-:26])=[O:25])=[C:20]([O:27][CH3:28])[CH:19]=1)[NH:10]C(OC(C)(C)C)=O)=[O:8])=O.C(O)(C(F)(F)F)=O. Product: [Cl:1][C:2]1[CH:32]=[CH:31][C:30]([CH2:33][NH:34][C:35](=[O:40])[C:36]([F:39])([F:38])[F:37])=[CH:29][C:3]=1[C:4]1[NH:6][C:7](=[O:8])[N:9]([C:18]2[CH:23]=[CH:22][C:21]([N+:24]([O-:26])=[O:25])=[C:20]([O:27][CH3:28])[CH:19]=2)[N:10]=1. The catalyst class is: 2. (6) The catalyst class is: 4. Product: [CH:5]1([CH2:11][C:12]2[N:16]=[C:15]([CH:17]=[CH:18][C:19]3[CH:20]=[C:21]([OH:27])[C:22]([OH:25])=[CH:23][CH:24]=3)[O:14][N:13]=2)[CH2:10][CH2:9][CH2:8][CH2:7][CH2:6]1. Reactant: B(Br)(Br)Br.[CH:5]1([CH2:11][C:12]2[N:16]=[C:15]([CH:17]=[CH:18][C:19]3[CH:24]=[CH:23][C:22]([O:25]C)=[C:21]([O:27]C)[CH:20]=3)[O:14][N:13]=2)[CH2:10][CH2:9][CH2:8][CH2:7][CH2:6]1. (7) Reactant: [N+:1]([C:4]1[CH:9]=[CH:8][CH:7]=[CH:6][C:5]=1[CH2:10][NH2:11])([O-])=O.[H][H]. Product: [NH2:11][CH2:10][C:5]1[CH:6]=[CH:7][CH:8]=[CH:9][C:4]=1[NH2:1]. The catalyst class is: 19. (8) Reactant: [ClH:1].[CH3:2][N:3]1[CH:7]=[CH:6][N:5]=[C:4]1[CH2:8][CH2:9][C:10]([N:12]1[CH2:17][CH2:16][CH:15]([NH:18][CH3:19])[CH2:14][CH2:13]1)=[O:11]. Product: [ClH:1].[CH3:2][N:3]1[CH:7]=[CH:6][N:5]=[C:4]1[CH2:8][CH2:9][C:10]([N:12]1[CH2:13][CH2:14][CH:15]([NH:18][CH3:19])[CH2:16][CH2:17]1)=[O:11]. The catalyst class is: 27. (9) Reactant: Cl[C:2]1[C:7]([CH:8]([CH2:13][CH2:14][CH3:15])[C:9]([O:11][CH3:12])=[O:10])=[C:6]([CH3:16])[N:5]=[C:4]([C:17]2[CH:22]=[CH:21][CH:20]=[CH:19][CH:18]=2)[N:3]=1.C(N(CC)C(C)C)(C)C.[NH:32]1[C:40]2[C:35](=[CH:36][CH:37]=[C:38](B(O)O)[CH:39]=2)[CH:34]=[CH:33]1. Product: [NH:32]1[C:40]2[C:35](=[CH:36][CH:37]=[C:38]([C:2]3[C:7]([CH:8]([CH2:13][CH2:14][CH3:15])[C:9]([O:11][CH3:12])=[O:10])=[C:6]([CH3:16])[N:5]=[C:4]([C:17]4[CH:22]=[CH:21][CH:20]=[CH:19][CH:18]=4)[N:3]=3)[CH:39]=2)[CH:34]=[CH:33]1. The catalyst class is: 108. (10) Product: [CH2:1]([NH:3][C:4]([NH:6][C:7]1[N:12]=[CH:11][C:10]([C:13]2[CH:14]=[N:15][CH:16]=[C:17]([C:19]3[O:20][C:40](=[O:41])[NH:22][N:21]=3)[CH:18]=2)=[C:9]([C:23]2[S:24][CH:25]=[C:26]([CH2:28][C:29]3[CH:30]=[CH:31][N:32]=[CH:33][CH:34]=3)[N:27]=2)[CH:8]=1)=[O:5])[CH3:2]. Reactant: [CH2:1]([NH:3][C:4]([NH:6][C:7]1[N:12]=[CH:11][C:10]([C:13]2[CH:14]=[N:15][CH:16]=[C:17]([C:19]([NH:21][NH2:22])=[O:20])[CH:18]=2)=[C:9]([C:23]2[S:24][CH:25]=[C:26]([CH2:28][C:29]3[CH:34]=[CH:33][N:32]=[CH:31][CH:30]=3)[N:27]=2)[CH:8]=1)=[O:5])[CH3:2].N1([C:40](N2C=CN=C2)=[O:41])C=CN=C1. The catalyst class is: 1.